From a dataset of Peptide-MHC class I binding affinity with 185,985 pairs from IEDB/IMGT. Regression. Given a peptide amino acid sequence and an MHC pseudo amino acid sequence, predict their binding affinity value. This is MHC class I binding data. (1) The peptide sequence is KSNEKNMDF. The MHC is HLA-B35:01 with pseudo-sequence HLA-B35:01. The binding affinity (normalized) is 0.255. (2) The peptide sequence is YVIKVSARV. The MHC is Mamu-B03 with pseudo-sequence Mamu-B03. The binding affinity (normalized) is 0. (3) The MHC is HLA-A02:01 with pseudo-sequence HLA-A02:01. The peptide sequence is TVRPGNKGY. The binding affinity (normalized) is 0.0847. (4) The peptide sequence is YTVKYPNS. The MHC is H-2-Db with pseudo-sequence H-2-Db. The binding affinity (normalized) is 0. (5) The peptide sequence is VPHVIEEVM. The MHC is HLA-B53:01 with pseudo-sequence HLA-B53:01. The binding affinity (normalized) is 0.353. (6) The peptide sequence is VFNNYMPYVF. The MHC is Patr-A0701 with pseudo-sequence Patr-A0701. The binding affinity (normalized) is 0.333. (7) The peptide sequence is AQRAAGPSV. The MHC is HLA-C04:01 with pseudo-sequence HLA-C04:01. The binding affinity (normalized) is 0.213. (8) The peptide sequence is SLWAWVLLF. The MHC is HLA-A68:02 with pseudo-sequence HLA-A68:02. The binding affinity (normalized) is 0.0847.